The task is: Predict the product of the given reaction.. This data is from Forward reaction prediction with 1.9M reactions from USPTO patents (1976-2016). (1) Given the reactants [C:1]([N:5]=[CH:6][C:7](=[O:12])[C:8]([CH3:11])([CH3:10])[CH3:9])([CH3:4])([CH3:3])[CH3:2].[CH3:13][Li], predict the reaction product. The product is: [C:1]([N:5]=[CH:6][C:7]([CH3:13])([OH:12])[C:8]([CH3:11])([CH3:10])[CH3:9])([CH3:4])([CH3:3])[CH3:2]. (2) The product is: [C:1]([C:5]1[CH:6]=[C:7]2[C:12](=[C:13]([F:15])[CH:14]=1)[C:11](=[O:16])[N:10]([C:17]1[N:24]=[CH:23][CH:22]=[C:21]([C:38]3[CH:39]=[C:34]([NH:33][C:30]4[CH:29]=[C:28]([CH2:26][CH3:27])[O:32][N:31]=4)[C:35](=[O:50])[N:36]([CH3:49])[CH:37]=3)[C:18]=1[CH:19]=[O:20])[N:66]=[CH:8]2)([CH3:3])([CH3:4])[CH3:2]. Given the reactants [C:1]([C:5]1[CH:6]=[C:7]2[C:12](=[C:13]([F:15])[CH:14]=1)[C:11](=[O:16])[N:10]([C:17]1[N:24]=[CH:23][CH:22]=[C:21](Cl)[C:18]=1[CH:19]=[O:20])C=[CH:8]2)([CH3:4])([CH3:3])[CH3:2].[CH2:26]([C:28]1[O:32][N:31]=[C:30]([NH:33][C:34]2[C:35](=[O:50])[N:36]([CH3:49])[CH:37]=[C:38](B3OC(C)(C)C(C)(C)O3)[CH:39]=2)[CH:29]=1)[CH3:27].[O-]P([O-])([O-])=O.[K+].[K+].[K+].C([O-])(=O)C.[Na+].C(#[N:66])C, predict the reaction product.